This data is from Full USPTO retrosynthesis dataset with 1.9M reactions from patents (1976-2016). The task is: Predict the reactants needed to synthesize the given product. Given the product [ClH:42].[Cl:42][C:33]1[C:34]([C:38]([F:39])([F:40])[F:41])=[CH:35][CH:36]=[CH:37][C:32]=1[CH2:31][N:16]([CH2:17][CH:18]([C:19]1[CH:20]=[CH:21][CH:22]=[CH:23][CH:24]=1)[C:25]1[CH:30]=[CH:29][CH:28]=[CH:27][CH:26]=1)[CH2:15][CH2:14][CH2:13][O:12][C:8]1[CH:7]=[C:6]([NH:5][CH2:4][C:3]([OH:43])=[O:2])[CH:11]=[CH:10][CH:9]=1, predict the reactants needed to synthesize it. The reactants are: C[O:2][C:3](=[O:43])[CH2:4][NH:5][C:6]1[CH:11]=[CH:10][CH:9]=[C:8]([O:12][CH2:13][CH2:14][CH2:15][N:16]([CH2:31][C:32]2[CH:37]=[CH:36][CH:35]=[C:34]([C:38]([F:41])([F:40])[F:39])[C:33]=2[Cl:42])[CH2:17][CH:18]([C:25]2[CH:30]=[CH:29][CH:28]=[CH:27][CH:26]=2)[C:19]2[CH:24]=[CH:23][CH:22]=[CH:21][CH:20]=2)[CH:7]=1.O.[OH-].[Li+].Cl.